Dataset: Catalyst prediction with 721,799 reactions and 888 catalyst types from USPTO. Task: Predict which catalyst facilitates the given reaction. (1) Reactant: ClC1C(F)=CC=CC=1CN[C:6](=O)[N:7]([C@H:9]([CH2:15][O:16][C:17](=[O:29])[NH:18][C:19]1[N:20]=[CH:21][C:22]2[C:27]([CH:28]=1)=[CH:26][CH:25]=[CH:24][CH:23]=2)[CH2:10][CH2:11][C:12]([O-:14])=O)[CH3:8].[Li+].CN(C(ON1N=N[C:47]2[CH:48]=[CH:49][CH:50]=[CH:51][C:46]1=2)=[N+](C)C)C.[F:54][P-](F)(F)(F)(F)F.[ClH:61].Cl.[CH3:63][C:64]1[NH:65][C:66]2[CH2:71][CH2:70][NH:69][CH2:68][C:67]=2[N:72]=1. Product: [CH:21]1[C:22]2[C:27](=[CH:26][CH:25]=[CH:24][CH:23]=2)[CH:28]=[C:19]([NH:18][C:17](=[O:29])[O:16][CH2:15][C@@H:9]([N:7]([CH2:6][C:50]2[CH:49]=[CH:48][CH:47]=[C:46]([F:54])[C:51]=2[Cl:61])[CH3:8])[CH2:10][CH2:11][C:12]([N:69]2[CH2:70][CH2:71][C:66]3[NH:65][C:64]([CH3:63])=[N:72][C:67]=3[CH2:68]2)=[O:14])[N:20]=1. The catalyst class is: 3. (2) Reactant: C([O:3][C:4](=O)[C:5]([CH2:16][CH:17]=[CH2:18])([C:9]1[CH:14]=[CH:13][C:12]([Br:15])=[CH:11][CH:10]=1)[CH2:6][CH:7]=[CH2:8])C.[H-].C([Al+]CC(C)C)C(C)C. Product: [CH2:6]([C:5]([C:9]1[CH:10]=[CH:11][C:12]([Br:15])=[CH:13][CH:14]=1)([CH2:16][CH:17]=[CH2:18])[CH2:4][OH:3])[CH:7]=[CH2:8]. The catalyst class is: 2. (3) Reactant: Cl.Cl.[CH3:3][C@H:4]1[C:12]2[C:11]([N:13]3[CH2:18][CH2:17][NH:16][CH2:15][CH2:14]3)=[N:10][CH:9]=[N:8][C:7]=2[CH2:6][CH2:5]1.[C:19]([O:23][C:24]([N:26]([CH:39]([CH3:41])[CH3:40])[CH2:27][CH:28]([C:32]1[CH:37]=[CH:36][C:35]([Cl:38])=[CH:34][CH:33]=1)[C:29](O)=[O:30])=[O:25])([CH3:22])([CH3:21])[CH3:20].CN(C(ON1N=NC2C=CC=CC1=2)=[N+](C)C)C.F[P-](F)(F)(F)(F)F. Product: [Cl:38][C:35]1[CH:36]=[CH:37][C:32]([CH:28]([C:29]([N:16]2[CH2:17][CH2:18][N:13]([C:11]3[C:12]4[C@H:4]([CH3:3])[CH2:5][CH2:6][C:7]=4[N:8]=[CH:9][N:10]=3)[CH2:14][CH2:15]2)=[O:30])[CH2:27][N:26]([CH:39]([CH3:40])[CH3:41])[C:24](=[O:25])[O:23][C:19]([CH3:21])([CH3:20])[CH3:22])=[CH:33][CH:34]=1. The catalyst class is: 347. (4) Reactant: [CH:1]1[CH:6]=[C:5]2[C:7]3[N-:40][C:39]([C:4]2=[CH:3][CH:2]=1)=[N:38][C:36]1=[N:37][C:29]([C:30]2[C:35]1=[CH:34][CH:33]=[CH:32][CH:31]=2)=[N:28][C:26]1=[N:27][C:19]([C:20]2[C:25]1=[CH:24][CH:23]=[CH:22][CH:21]=2)=[N:18][C:16]1[N-:17][C:9](=[C:10]2[C:15]=1[CH:14]=[CH:13][CH:12]=[CH:11]2)[N:8]=3.[O-2:41].[Ti+4:42].O. Product: [CH:12]1[CH:13]=[CH:14][C:15]2[C:10](=[C:9]3[N:8]=[C:7]4[N:40]=[C:39]([C:4]5[CH:3]=[CH:2][CH:1]=[CH:6][C:5]=54)[N:38]=[C:36]4[NH:37][C:29]([C:30]5[CH:31]=[CH:32][CH:33]=[CH:34][C:35]=54)=[N:28][C:26]4=[N:27][C:19]([C:20]5[CH:21]=[CH:22][CH:23]=[CH:24][C:25]=54)=[N:18][C:16]=2[NH:17]3)[CH:11]=1.[CH:12]1[CH:11]=[C:10]2[C:9]3[N-:17][C:16]([C:15]2=[CH:14][CH:13]=1)=[N:18][C:19]1=[N:27][C:26]([C:25]2[C:20]1=[CH:21][CH:22]=[CH:23][CH:24]=2)=[N:28][C:29]1=[N:37][C:36]([C:35]2[C:30]1=[CH:31][CH:32]=[CH:33][CH:34]=2)=[N:38][C:39]1[N-:40][C:7](=[C:5]2[C:4]=1[CH:3]=[CH:2][CH:1]=[CH:6]2)[N:8]=3.[O-2:41].[Ti+4:42]. The catalyst class is: 159. (5) Reactant: [CH:1]1[C:13]2[CH2:12][C:11]3[C:6](=[CH:7][CH:8]=[CH:9][CH:10]=3)[C:5]=2[CH:4]=[CH:3][C:2]=1[C:14]([OH:16])=[O:15].[CH:17](OCC)=[O:18].CC(C)([O-])C.[K+].Cl. Product: [CH:17]([CH:12]1[C:13]2[CH:1]=[C:2]([C:14]([OH:16])=[O:15])[CH:3]=[CH:4][C:5]=2[C:6]2[C:11]1=[CH:10][CH:9]=[CH:8][CH:7]=2)=[O:18]. The catalyst class is: 58. (6) Reactant: Cl[C:2]1[N:7]=[C:6]([NH2:8])[N:5]=[C:4]([NH:9][CH3:10])[CH:3]=1.CC1(C)OB([C:17]2[CH:23]=[CH:22][C:20]([NH2:21])=[CH:19][CH:18]=2)OC1(C)C.C(=O)([O-])[O-].[Na+].[Na+].O1CCOCC1. Product: [NH2:21][C:20]1[CH:22]=[CH:23][C:17]([C:2]2[N:7]=[C:6]([NH2:8])[N:5]=[C:4]([NH:9][CH3:10])[CH:3]=2)=[CH:18][CH:19]=1. The catalyst class is: 103. (7) Reactant: [OH-].[K+].Br[CH:4]([CH:8](Br)[C:9]1[CH:14]=[CH:13][CH:12]=[CH:11][C:10]=1[CH3:15])[C:5]([OH:7])=[O:6]. Product: [C:10]1([CH3:15])[CH:11]=[CH:12][CH:13]=[CH:14][C:9]=1[C:8]#[C:4][C:5]([OH:7])=[O:6]. The catalyst class is: 8.